Dataset: Catalyst prediction with 721,799 reactions and 888 catalyst types from USPTO. Task: Predict which catalyst facilitates the given reaction. (1) Reactant: [C:1]([C:4]1[N:9]=[N:8][C:7]([N:10]([CH2:18][C:19]2([C:23]3[C:28]([F:29])=[CH:27][CH:26]=[CH:25][N:24]=3)[CH2:22][CH2:21][CH2:20]2)[C:11](=[O:17])[O:12][C:13]([CH3:16])([CH3:15])[CH3:14])=[CH:6][CH:5]=1)(=O)[CH3:2].CC[O-].[Na+].[C:34](OCC)(=O)[C:35]([O:37][CH2:38][CH3:39])=[O:36].Cl.[NH2:45][NH2:46]. Product: [C:13]([O:12][C:11]([N:10]([CH2:18][C:19]1([C:23]2[C:28]([F:29])=[CH:27][CH:26]=[CH:25][N:24]=2)[CH2:22][CH2:21][CH2:20]1)[C:7]1[N:8]=[N:9][C:4]([C:1]2[NH:46][N:45]=[C:34]([C:35]([O:37][CH2:38][CH3:39])=[O:36])[CH:2]=2)=[CH:5][CH:6]=1)=[O:17])([CH3:15])([CH3:16])[CH3:14]. The catalyst class is: 1. (2) Reactant: [Br:1][C:2]1[S:3][C:4]([Br:10])=[CH:5][C:6]=1[N+:7]([O-])=O.[C:11](OC(=O)C)(=[O:13])[CH3:12]. Product: [Br:1][C:2]1[S:3][C:4]([Br:10])=[CH:5][C:6]=1[NH:7][C:11](=[O:13])[CH3:12]. The catalyst class is: 292. (3) The catalyst class is: 6. Reactant: [F:1][C:2]1[C:3]([O:9][CH3:10])=[C:4](N)[CH:5]=[CH:6][CH:7]=1.N([O-])=O.[Na+].[BrH:15]. Product: [Br:15][C:4]1[CH:5]=[CH:6][CH:7]=[C:2]([F:1])[C:3]=1[O:9][CH3:10]. (4) Reactant: Br[C:2]1[CH:7]=[CH:6][C:5]([CH2:8][N:9]2[CH2:13][C:12]3[CH:14]=[C:15]([CH:17]4[CH2:19][CH2:18]4)[S:16][C:11]=3[C:10]2=[O:20])=[C:4]([F:21])[CH:3]=1.[CH3:22][C:23]1([CH3:39])[C:27]([CH3:29])([CH3:28])[O:26][B:25]([B:25]2[O:26][C:27]([CH3:29])([CH3:28])[C:23]([CH3:39])([CH3:22])[O:24]2)[O:24]1.C(=O)([O-])[O-].[K+].[K+]. Product: [CH:17]1([C:15]2[S:16][C:11]3[C:10](=[O:20])[N:9]([CH2:8][C:5]4[CH:6]=[CH:7][C:2]([B:25]5[O:26][C:27]([CH3:29])([CH3:28])[C:23]([CH3:39])([CH3:22])[O:24]5)=[CH:3][C:4]=4[F:21])[CH2:13][C:12]=3[CH:14]=2)[CH2:19][CH2:18]1. The catalyst class is: 75. (5) Reactant: I[CH2:2][CH3:3].C(=O)([O-])[O-].[K+].[K+].[Br:10][C:11]1[CH:12]=[C:13]2[C:18](=[CH:19][CH:20]=1)[C:17](=[O:21])[NH:16][C:15](=[O:22])/[C:14]/2=[CH:23]\[NH:24][CH2:25][C:26]1[CH:31]=[CH:30][C:29]([OH:32])=[C:28]([OH:33])[CH:27]=1. Product: [Br:10][C:11]1[CH:12]=[C:13]2[C:18](=[CH:19][CH:20]=1)[C:17](=[O:21])[NH:16][C:15](=[O:22])/[C:14]/2=[CH:23]\[NH:24][CH2:25][C:26]1[CH:31]=[CH:30][C:29]([O:32][CH2:2][CH3:3])=[C:28]([OH:33])[CH:27]=1. The catalyst class is: 9. (6) Reactant: [F:1][C:2]1[CH:3]=[C:4]([N:14]2[CH2:18][C@H:17]([CH2:19][NH:20][C:21](=[O:24])[CH2:22][F:23])[O:16][C:15]2=[O:25])[CH:5]=[CH:6][C:7]=1[N:8]1[CH2:13][CH2:12][NH:11][CH2:10][CH2:9]1.C(N(C(C)C)C(C)C)C.Br[C:36]1[S:40][C:39]([N+:41]([O-:43])=[O:42])=[CH:38][CH:37]=1. Product: [F:1][C:2]1[CH:3]=[C:4]([N:14]2[CH2:18][C@H:17]([CH2:19][NH:20][C:21](=[O:24])[CH2:22][F:23])[O:16][C:15]2=[O:25])[CH:5]=[CH:6][C:7]=1[N:8]1[CH2:13][CH2:12][N:11]([C:36]2[S:40][C:39]([N+:41]([O-:43])=[O:42])=[CH:38][CH:37]=2)[CH2:10][CH2:9]1. The catalyst class is: 10. (7) Reactant: [CH3:1][C:2]1[CH:7]=[CH:6][CH:5]=[C:4]([CH3:8])[C:3]=1[C:9]1[N:14]=[C:13]([CH3:15])[C:12]([CH2:16][O:17][C:18]2[CH:23]=[C:22]([CH:24]([CH3:26])[CH3:25])[CH:21]=[CH:20][C:19]=2[CH3:27])=[C:11]([N:28]2[CH2:33][CH2:32][NH:31][C@H:30]([CH3:34])[CH2:29]2)[N:10]=1.Br[CH2:36][C:37]([NH2:39])=[O:38].C(=O)([O-])[O-].[Na+].[Na+]. Product: [CH3:1][C:2]1[CH:7]=[CH:6][CH:5]=[C:4]([CH3:8])[C:3]=1[C:9]1[N:10]=[C:11]([N:28]2[CH2:33][CH2:32][N:31]([CH2:36][C:37]([NH2:39])=[O:38])[C@H:30]([CH3:34])[CH2:29]2)[C:12]([CH2:16][O:17][C:18]2[CH:23]=[C:22]([CH:24]([CH3:26])[CH3:25])[CH:21]=[CH:20][C:19]=2[CH3:27])=[C:13]([CH3:15])[N:14]=1. The catalyst class is: 44.